From a dataset of Full USPTO retrosynthesis dataset with 1.9M reactions from patents (1976-2016). Predict the reactants needed to synthesize the given product. (1) Given the product [Cl:12][C:4]1[CH:3]=[C:2]([N:19]2[CH:23]=[CH:22][CH:21]=[N:20]2)[N:7]2[N:8]=[C:9]([NH2:11])[N:10]=[C:6]2[CH:5]=1, predict the reactants needed to synthesize it. The reactants are: Cl[C:2]1[N:7]2[N:8]=[C:9]([NH2:11])[N:10]=[C:6]2[CH:5]=[C:4]([Cl:12])[CH:3]=1.C(=O)([O-])[O-].[Cs+].[Cs+].[NH:19]1[CH:23]=[CH:22][CH:21]=[N:20]1. (2) Given the product [CH2:1]([O:8][C:9]([NH:11][CH2:12][C:13]([O:15][CH:17]([C:18](=[O:19])[CH3:20])[C:16]([O:22][CH2:23][CH3:24])=[O:21])=[O:14])=[O:10])[C:2]1[CH:3]=[CH:4][CH:5]=[CH:6][CH:7]=1, predict the reactants needed to synthesize it. The reactants are: [CH2:1]([O:8][C:9]([NH:11][CH2:12][C:13]([OH:15])=[O:14])=[O:10])[C:2]1[CH:7]=[CH:6][CH:5]=[CH:4][CH:3]=1.[C:16]([O:22][CH2:23][CH2:24]Cl)(=[O:21])[CH2:17][C:18]([CH3:20])=[O:19].C(N(CC)CC)C.Cl.